Dataset: Full USPTO retrosynthesis dataset with 1.9M reactions from patents (1976-2016). Task: Predict the reactants needed to synthesize the given product. (1) The reactants are: Br[C:2]1[CH:11]=[C:10]2[C:5]([CH:6]=[CH:7][N:8]=[C:9]2[CH2:12][CH2:13][CH2:14][CH3:15])=[CH:4][CH:3]=1.C([Li])(CC)C.[C:21](=[O:23])=[O:22]. Given the product [CH2:12]([C:9]1[C:10]2[C:5](=[CH:4][CH:3]=[C:2]([C:21]([OH:23])=[O:22])[CH:11]=2)[CH:6]=[CH:7][N:8]=1)[CH2:13][CH2:14][CH3:15], predict the reactants needed to synthesize it. (2) Given the product [CH3:36][C:24]1[CH:23]=[C:22]([C:16]2([C:18]([F:21])([F:20])[F:19])[O:15][N:14]=[C:13]([C:10]3[CH:11]=[CH:12][C:7]([S:38][CH3:37])=[CH:8][CH:9]=3)[CH2:17]2)[CH:35]=[CH:34][C:25]=1[NH:26][C:27](=[O:33])[O:28][C:29]([CH3:32])([CH3:31])[CH3:30], predict the reactants needed to synthesize it. The reactants are: CN(C)C=O.F[C:7]1[CH:12]=[CH:11][C:10]([C:13]2[CH2:17][C:16]([C:22]3[CH:35]=[CH:34][C:25]([NH:26][C:27](=[O:33])[O:28][C:29]([CH3:32])([CH3:31])[CH3:30])=[C:24]([CH3:36])[CH:23]=3)([C:18]([F:21])([F:20])[F:19])[O:15][N:14]=2)=[CH:9][CH:8]=1.[CH3:37][S-:38].[Na+]. (3) Given the product [CH3:13][C@@H:12]([S:9]([NH2:8])(=[O:11])=[O:10])[CH2:14][CH:15]=[CH2:16], predict the reactants needed to synthesize it. The reactants are: COC1C=CC(C[N:8](CC2C=CC(OC)=CC=2)[S:9]([C@@H:12]([CH2:14][CH:15]=[CH2:16])[CH3:13])(=[O:11])=[O:10])=CC=1.FC(F)(F)C(O)=O. (4) Given the product [Cl:1][C:2]1[CH:3]=[CH:4][C:5]([O:11][C:12]2[CH:17]=[CH:16][CH:15]=[C:14]([Cl:18])[CH:13]=2)=[C:6]([CH:10]=1)[C:7]([NH:20][C@H:21]([C:23]1[CH:32]=[CH:31][C:26]([C:27]([O:29][CH3:30])=[O:28])=[CH:25][CH:24]=1)[CH3:22])=[O:9], predict the reactants needed to synthesize it. The reactants are: [Cl:1][C:2]1[CH:3]=[CH:4][C:5]([O:11][C:12]2[CH:17]=[CH:16][CH:15]=[C:14]([Cl:18])[CH:13]=2)=[C:6]([CH:10]=1)[C:7]([OH:9])=O.Cl.[NH2:20][C@H:21]([C:23]1[CH:32]=[CH:31][C:26]([C:27]([O:29][CH3:30])=[O:28])=[CH:25][CH:24]=1)[CH3:22]. (5) The reactants are: [SH:1][C:2]1[CH:7]=[CH:6][CH:5]=[CH:4][N:3]=1.[CH3:8][O:9][C:10]1[CH:15]=[CH:14][C:13]([C:16]2[CH:21]=[CH:20][C:19]([S:22]([NH:25][CH:26]([CH2:31][CH:32]3[O:34][CH2:33]3)[C:27]([O:29]C)=[O:28])(=[O:24])=[O:23])=[CH:18][CH:17]=2)=[CH:12][CH:11]=1. Given the product [CH3:8][O:9][C:10]1[CH:11]=[CH:12][C:13]([C:16]2[CH:17]=[CH:18][C:19]([S:22]([NH:25][CH:26]([CH2:31][CH:32]([OH:34])[CH2:33][S:1][C:2]3[CH:7]=[CH:6][CH:5]=[CH:4][N:3]=3)[C:27]([OH:29])=[O:28])(=[O:23])=[O:24])=[CH:20][CH:21]=2)=[CH:14][CH:15]=1, predict the reactants needed to synthesize it. (6) Given the product [Br:1][C:2]1[CH:3]=[C:4]2[C@:15]3([N:20]=[C:19]([NH2:21])[CH2:18][O:17][CH2:16]3)[C:14]3[CH:13]=[C:12]([O:24][CH3:23])[N:11]=[CH:10][C:9]=3[O:8][C:5]2=[CH:6][CH:7]=1, predict the reactants needed to synthesize it. The reactants are: [Br:1][C:2]1[CH:3]=[C:4]2[C@:15]3([N:20]=[C:19]([NH2:21])[CH2:18][O:17][CH2:16]3)[C:14]3[CH:13]=[C:12](Cl)[N:11]=[CH:10][C:9]=3[O:8][C:5]2=[CH:6][CH:7]=1.[CH3:23][O-:24].[Na+].